Dataset: Full USPTO retrosynthesis dataset with 1.9M reactions from patents (1976-2016). Task: Predict the reactants needed to synthesize the given product. (1) Given the product [OH:16][CH2:15][CH2:14][O:13][C:12]1[CH:11]=[C:10]([C:5]2[CH:6]=[CH:7][CH:8]=[C:9]3[C:4]=2[CH2:3][C:2](=[O:22])[NH:1]3)[CH:19]=[CH:18][CH:17]=1, predict the reactants needed to synthesize it. The reactants are: [NH:1]1[C:9]2[C:4](=[C:5]([C:10]3[CH:11]=[C:12]([CH:17]=[CH:18][CH:19]=3)[O:13][CH2:14][CH2:15][OH:16])[CH:6]=[CH:7][CH:8]=2)[CH:3]=[CH:2]1.C([OH:22])C.C(O)(=O)C.[Br-].[Br-].[Br-].[NH+]1C=CC=CC=1.[NH+]1C=CC=CC=1.[NH+]1C=CC=CC=1. (2) Given the product [CH3:8][S:7][CH2:6][CH2:5][C@H:4]([N:9]1[CH2:17][C:16]2[C:11](=[CH:12][CH:13]=[CH:14][C:15]=2[C:18]([F:20])([F:21])[F:19])[C:10]1=[O:22])[C:3]([OH:23])=[O:2], predict the reactants needed to synthesize it. The reactants are: C[O:2][C:3](=[O:23])[C@@H:4]([N:9]1[CH2:17][C:16]2[C:11](=[CH:12][CH:13]=[CH:14][C:15]=2[C:18]([F:21])([F:20])[F:19])[C:10]1=[O:22])[CH2:5][CH2:6][S:7][CH3:8].O.[OH-].[Li+]. (3) Given the product [C:79]([C:83]1[CH:84]=[CH:85][C:86]([N:87]2[C@@H:2]([C:37]3[C:65]([F:66])=[CH:64][C:40]4[N:41]([CH2:56][O:57][CH2:58][CH2:59][Si:60]([CH3:62])([CH3:61])[CH3:63])[C:42]([C@@H:44]5[CH2:48][CH2:47][CH2:46][N:45]5[C:49]([O:51][C:52]([CH3:53])([CH3:54])[CH3:55])=[O:50])=[N:43][C:39]=4[CH:38]=3)[CH2:3][CH2:4][C@@H:5]2[C:7]2[C:35]([F:36])=[CH:34][C:10]3[N:11]([CH2:26][O:27][CH2:28][CH2:29][Si:30]([CH3:31])([CH3:32])[CH3:33])[C:12]([C@@H:14]4[CH2:18][CH2:17][CH2:16][N:15]4[C:19]([O:21][C:22]([CH3:24])([CH3:23])[CH3:25])=[O:20])=[N:13][C:9]=3[CH:8]=2)=[CH:88][CH:89]=1)([CH3:82])([CH3:80])[CH3:81], predict the reactants needed to synthesize it. The reactants are: O[C@H:2]([C:37]1[C:65]([F:66])=[CH:64][C:40]2[N:41]([CH2:56][O:57][CH2:58][CH2:59][Si:60]([CH3:63])([CH3:62])[CH3:61])[C:42]([C@@H:44]3[CH2:48][CH2:47][CH2:46][N:45]3[C:49]([O:51][C:52]([CH3:55])([CH3:54])[CH3:53])=[O:50])=[N:43][C:39]=2[CH:38]=1)[CH2:3][CH2:4][C@@H:5]([C:7]1[C:35]([F:36])=[CH:34][C:10]2[N:11]([CH2:26][O:27][CH2:28][CH2:29][Si:30]([CH3:33])([CH3:32])[CH3:31])[C:12]([C@@H:14]3[CH2:18][CH2:17][CH2:16][N:15]3[C:19]([O:21][C:22]([CH3:25])([CH3:24])[CH3:23])=[O:20])=[N:13][C:9]=2[CH:8]=1)O.C(N(CC)CC)C.S(Cl)(C)(=O)=O.[C:79]([C:83]1[CH:89]=[CH:88][C:86]([NH2:87])=[CH:85][CH:84]=1)([CH3:82])([CH3:81])[CH3:80]. (4) Given the product [O:17]1[CH2:18][CH2:19][O:20][CH:16]1[CH2:15][CH2:14][N:13]1[C:3](=[O:2])[C:4]2[C:5](=[CH:6][CH:7]=[CH:8][CH:9]=2)[NH:10][C:11]1=[O:12], predict the reactants needed to synthesize it. The reactants are: C[O:2][C:3](=O)[C:4]1[CH:9]=[CH:8][CH:7]=[CH:6][C:5]=1[NH:10][C:11]([NH:13][CH2:14][CH2:15][CH:16]1[O:20][CH2:19][CH2:18][O:17]1)=[O:12].[OH-].[Na+]. (5) Given the product [Br-:6].[CH2:1]([C:3]1[CH:10]=[CH:9][CH:8]=[C:7]([CH3:11])[C:4]=1[CH2:5][PH3+:18])[CH3:2], predict the reactants needed to synthesize it. The reactants are: [CH2:1]([C:3]1[CH:10]=[CH:9][CH:8]=[C:7]([CH3:11])[C:4]=1[CH2:5][Br:6])[CH3:2].C1([P:18](C2C=CC=CC=2)C2C=CC=CC=2)C=CC=CC=1.